Dataset: Catalyst prediction with 721,799 reactions and 888 catalyst types from USPTO. Task: Predict which catalyst facilitates the given reaction. (1) Reactant: [NH2:1][C:2]1[CH:3]=[CH:4][C:5]([CH3:24])=[C:6]([C:8]2[CH:17]=[C:16]3[C:11]([CH:12]=[C:13]([NH:18][C:19]([CH:21]4[CH2:23][CH2:22]4)=[O:20])[N:14]=[CH:15]3)=[CH:10][CH:9]=2)[CH:7]=1.N1C=CC=CC=1.[CH2:31]([S:33](Cl)(=[O:35])=[O:34])[CH3:32]. Product: [CH2:31]([S:33]([NH:1][C:2]1[CH:3]=[CH:4][C:5]([CH3:24])=[C:6]([C:8]2[CH:17]=[C:16]3[C:11]([CH:12]=[C:13]([NH:18][C:19]([CH:21]4[CH2:22][CH2:23]4)=[O:20])[N:14]=[CH:15]3)=[CH:10][CH:9]=2)[CH:7]=1)(=[O:35])=[O:34])[CH3:32]. The catalyst class is: 4. (2) Reactant: CS(O)(=O)=O.[CH3:6][C:7]1[N:8]=[C:9]([CH:26]=[O:27])[N:10]([CH2:18][CH2:19][C:20]2[CH:25]=[CH:24][CH:23]=[CH:22][CH:21]=2)[C:11]=1[C:12]1[CH:17]=[CH:16][CH:15]=[CH:14][CH:13]=1.C([O-])([O-])=O.[Na+].[Na+]. Product: [CH3:6][C:7]1[N:8]=[C:9]2[N:10]([CH2:18][CH2:19][C:20]3[CH:21]=[CH:22][CH:23]=[CH:24][C:25]=3[CH:26]2[OH:27])[C:11]=1[C:12]1[CH:17]=[CH:16][CH:15]=[CH:14][CH:13]=1. The catalyst class is: 22. (3) Reactant: [Cl:1][C:2]1[CH:3]=[CH:4][C:5]2[N:11]3[C:12]([C:15]([F:18])([F:17])[F:16])=[N:13][N:14]=[C:10]3[C@@H:9]([CH2:19][C:20](O)=[O:21])[S:8][C@H:7]([C:23]3[CH:28]=[CH:27][CH:26]=[C:25]([O:29][CH3:30])[C:24]=3[O:31][CH3:32])[C:6]=2[CH:33]=1.Cl.C(N=C=NCCCN(C)C)C.[NH2:46][C:47]1[N:52]=[CH:51][C:50]([CH2:53][CH2:54][C:55]([O:57][C:58]([CH3:61])([CH3:60])[CH3:59])=[O:56])=[CH:49][CH:48]=1.O.ON1C2C=CC=CC=2N=N1. Product: [Cl:1][C:2]1[CH:3]=[CH:4][C:5]2[N:11]3[C:12]([C:15]([F:17])([F:16])[F:18])=[N:13][N:14]=[C:10]3[C@@H:9]([CH2:19][C:20]([NH:46][C:47]3[N:52]=[CH:51][C:50]([CH2:53][CH2:54][C:55]([O:57][C:58]([CH3:61])([CH3:60])[CH3:59])=[O:56])=[CH:49][CH:48]=3)=[O:21])[S:8][C@H:7]([C:23]3[CH:28]=[CH:27][CH:26]=[C:25]([O:29][CH3:30])[C:24]=3[O:31][CH3:32])[C:6]=2[CH:33]=1. The catalyst class is: 2. (4) The catalyst class is: 8. Product: [F:15][C:7]1[CH:6]=[C:5]([CH:10]=[C:9]([S:11]([CH3:14])(=[O:13])=[O:12])[CH:8]=1)[O:4][CH2:3][CH2:2][NH:21][CH:16]1[CH2:20][CH2:19][CH2:18][CH2:17]1. Reactant: Br[CH2:2][CH2:3][O:4][C:5]1[CH:10]=[C:9]([S:11]([CH3:14])(=[O:13])=[O:12])[CH:8]=[C:7]([F:15])[CH:6]=1.[CH:16]1([NH2:21])[CH2:20][CH2:19][CH2:18][CH2:17]1.